From a dataset of Peptide-MHC class I binding affinity with 185,985 pairs from IEDB/IMGT. Regression. Given a peptide amino acid sequence and an MHC pseudo amino acid sequence, predict their binding affinity value. This is MHC class I binding data. (1) The peptide sequence is LLYDANYFV. The MHC is HLA-A02:03 with pseudo-sequence HLA-A02:03. The binding affinity (normalized) is 1.00. (2) The peptide sequence is LDHVNTLHF. The MHC is HLA-A24:02 with pseudo-sequence HLA-A24:02. The binding affinity (normalized) is 0.144. (3) The peptide sequence is RQTALFLL. The MHC is Mamu-A07 with pseudo-sequence Mamu-A07. The binding affinity (normalized) is 0.170. (4) The peptide sequence is ISGYNFSL. The MHC is H-2-Db with pseudo-sequence H-2-Db. The binding affinity (normalized) is 0. (5) The peptide sequence is MWAQDAAAMF. The MHC is HLA-A23:01 with pseudo-sequence HLA-A23:01. The binding affinity (normalized) is 0.875. (6) The peptide sequence is VTIPQIGGM. The MHC is HLA-B08:01 with pseudo-sequence HLA-B08:01. The binding affinity (normalized) is 0.0847. (7) The peptide sequence is SIVCIVAAVI. The MHC is HLA-A02:03 with pseudo-sequence HLA-A02:03. The binding affinity (normalized) is 0.406.